Task: Predict the reaction yield, written as a fraction of the theoretical maximum amount of product (1.0 means a 100% yield; for example, 0.34 means a 34% yield).. Dataset: Reaction yield outcomes from USPTO patents with 853,638 reactions The reactants are [F:1][C:2]([F:11])([F:10])[C:3]1[CH:9]=[CH:8][C:6]([NH2:7])=[CH:5][CH:4]=1.[C:12]([O:16][C:17](=O)[O:18]C(C)(C)C)([CH3:15])([CH3:14])[CH3:13].[OH-].[Na+]. The catalyst is C1COCC1. The product is [F:1][C:2]([F:10])([F:11])[C:3]1[CH:9]=[CH:8][C:6]([NH:7][C:17](=[O:18])[O:16][C:12]([CH3:15])([CH3:14])[CH3:13])=[CH:5][CH:4]=1. The yield is 0.900.